This data is from Reaction yield outcomes from USPTO patents with 853,638 reactions. The task is: Predict the reaction yield, written as a fraction of the theoretical maximum amount of product (1.0 means a 100% yield; for example, 0.34 means a 34% yield). (1) The reactants are [CH3:1][C:2]1[N:7]=[C:6]([CH:8]=O)[CH:5]=[CH:4][CH:3]=1.[CH2:10]([NH2:12])[CH3:11].[BH4-].[Na+].N.C1C[O:19]CC1. The catalyst is CC(C)[O-].[Ti+4].CC(C)[O-].CC(C)[O-].CC(C)[O-].CCO. The product is [CH3:1][C:2]1[N:7]=[C:6]([CH2:8][NH:12][CH2:10][CH2:11][OH:19])[CH:5]=[CH:4][CH:3]=1. The yield is 0.160. (2) The reactants are Br[C:2]1[C:10]2[C:5](=[CH:6][CH:7]=[C:8]([N+:11]([O-:13])=[O:12])[CH:9]=2)[N:4](C(OC(C)(C)C)=O)[CH:3]=1.CC1(C)C(C)(C)OB([C:29]2[CH2:34][CH2:33][N:32]([C:35]([O:37][C:38]([CH3:41])([CH3:40])[CH3:39])=[O:36])[CH2:31][CH:30]=2)O1.C([O-])([O-])=O.[Na+].[Na+]. The catalyst is C1C=CC([P]([Pd]([P](C2C=CC=CC=2)(C2C=CC=CC=2)C2C=CC=CC=2)([P](C2C=CC=CC=2)(C2C=CC=CC=2)C2C=CC=CC=2)[P](C2C=CC=CC=2)(C2C=CC=CC=2)C2C=CC=CC=2)(C2C=CC=CC=2)C2C=CC=CC=2)=CC=1.O1CCOCC1. The product is [N+:11]([C:8]1[CH:9]=[C:10]2[C:5](=[CH:6][CH:7]=1)[NH:4][CH:3]=[C:2]2[C:29]1[CH2:34][CH2:33][N:32]([C:35]([O:37][C:38]([CH3:41])([CH3:40])[CH3:39])=[O:36])[CH2:31][CH:30]=1)([O-:13])=[O:12]. The yield is 0.540. (3) The reactants are [CH2:1]([C:5]1[N:9]([CH2:10][C:11]2[CH:16]=[CH:15][C:14]([C:17]3[C:18]([C:23]#[N:24])=[CH:19][CH:20]=[CH:21][CH:22]=3)=[CH:13][CH:12]=2)[C:8](=[O:25])[NH:7][N:6]=1)[CH2:2][CH2:3][CH3:4].[C:26]1(B(O)O)[CH:31]=[CH:30][CH:29]=[CH:28][CH:27]=1.C(N(CC)CC)C.N1C=CC=CC=1. The catalyst is C([O-])(=O)C.[Cu+2].C([O-])(=O)C.C(OCC)(=O)C.C(Cl)Cl. The product is [CH2:1]([C:5]1[N:9]([CH2:10][C:11]2[CH:16]=[CH:15][C:14]([C:17]3[C:18]([C:23]#[N:24])=[CH:19][CH:20]=[CH:21][CH:22]=3)=[CH:13][CH:12]=2)[C:8](=[O:25])[N:7]([C:26]2[CH:31]=[CH:30][CH:29]=[CH:28][CH:27]=2)[N:6]=1)[CH2:2][CH2:3][CH3:4]. The yield is 0.570.